This data is from Reaction yield outcomes from USPTO patents with 853,638 reactions. The task is: Predict the reaction yield, written as a fraction of the theoretical maximum amount of product (1.0 means a 100% yield; for example, 0.34 means a 34% yield). (1) The reactants are [Br:1][C:2]1[CH:3]=[C:4]([CH3:11])[C:5]([C:8]([OH:10])=[O:9])=[N:6][CH:7]=1.[C:12](=O)([O-])[O-].[K+].[K+].IC. The catalyst is CN(C)C=O. The product is [Br:1][C:2]1[CH:3]=[C:4]([CH3:11])[C:5]([C:8]([O:10][CH3:12])=[O:9])=[N:6][CH:7]=1. The yield is 0.820. (2) The reactants are [NH2:1][C:2]1[C:7]([O:8][CH2:9][C:10]2[CH:17]=[CH:16][CH:15]=[CH:14][C:11]=2[C:12]#[N:13])=[CH:6][C:5](Br)=[CH:4][N:3]=1.[C:19]([C:22]1[CH:27]=[CH:26][C:25](B(O)O)=[CH:24][CH:23]=1)([OH:21])=[O:20].C(=O)([O-])[O-].[K+].[K+].CN(C)C=O. The catalyst is C1C=CC([P]([Pd]([P](C2C=CC=CC=2)(C2C=CC=CC=2)C2C=CC=CC=2)([P](C2C=CC=CC=2)(C2C=CC=CC=2)C2C=CC=CC=2)[P](C2C=CC=CC=2)(C2C=CC=CC=2)C2C=CC=CC=2)(C2C=CC=CC=2)C2C=CC=CC=2)=CC=1.O. The product is [NH2:1][C:2]1[N:3]=[CH:4][C:5]([C:25]2[CH:26]=[CH:27][C:22]([C:19]([OH:21])=[O:20])=[CH:23][CH:24]=2)=[CH:6][C:7]=1[O:8][CH2:9][C:10]1[CH:17]=[CH:16][CH:15]=[CH:14][C:11]=1[C:12]#[N:13]. The yield is 0.830. (3) The yield is 0.980. The product is [F:31][C:28]1[CH:29]=[CH:30][C:25]([CH2:24][C:23]([N:12]2[CH2:13][CH:14]([O:16][C:17](=[O:22])[C:18]([CH3:20])([CH3:19])[CH3:21])[CH2:15][NH:11]2)=[O:32])=[CH:26][CH:27]=1. The catalyst is CO. The reactants are C(OC([N:11]1[CH2:15][CH:14]([O:16][C:17](=[O:22])[C:18]([CH3:21])([CH3:20])[CH3:19])[CH2:13][N:12]1[C:23](=[O:32])[CH2:24][C:25]1[CH:30]=[CH:29][C:28]([F:31])=[CH:27][CH:26]=1)=O)C1C=CC=CC=1. (4) The reactants are [F:1][C:2]([F:13])([F:12])[C:3]1[CH:8]=[CH:7][C:6](B(O)O)=[CH:5][CH:4]=1.Br[C:15]1[CH:22]=[CH:21][C:20]([CH:23]([OH:27])[CH2:24][CH2:25][CH3:26])=[CH:19][C:16]=1[C:17]#[N:18].C(=O)([O-])[O-].[Na+].[Na+]. The catalyst is C(#N)C. The product is [OH:27][CH:23]([C:20]1[CH:19]=[C:16]([C:17]#[N:18])[C:15]([C:6]2[CH:7]=[CH:8][C:3]([C:2]([F:13])([F:12])[F:1])=[CH:4][CH:5]=2)=[CH:22][CH:21]=1)[CH2:24][CH2:25][CH3:26]. The yield is 0.832. (5) The reactants are [N-:1]=[C:2]=[S:3].[Na+].N1C=CC=CC=1.CS(O[N:16]=[C:17](Cl)[C@H:18]1[CH2:22][O:21][C:20]2([CH2:27][CH2:26][CH2:25][CH2:24][CH2:23]2)[O:19]1)(=O)=O.[CH3:29][C:30]1[C:31]([S:36][C:37]2[CH:38]=[C:39]([O:44][C:45]3[C:46]([CH3:51])=[N:47][CH:48]=[CH:49][CH:50]=3)[C:40]([NH2:43])=[N:41][CH:42]=2)=[N:32][CH:33]=[CH:34][CH:35]=1. The catalyst is C(#N)C. The product is [CH3:29][C:30]1[C:31]([S:36][C:37]2[CH:38]=[C:39]([O:44][C:45]3[C:46]([CH3:51])=[N:47][CH:48]=[CH:49][CH:50]=3)[C:40]([NH:43][C:2]3[S:3][N:16]=[C:17]([C@H:18]4[CH2:22][O:21][C:20]5([CH2:23][CH2:24][CH2:25][CH2:26][CH2:27]5)[O:19]4)[N:1]=3)=[N:41][CH:42]=2)=[N:32][CH:33]=[CH:34][CH:35]=1. The yield is 0.668. (6) The reactants are [CH2:1]([CH:4]1[CH2:9][CH2:8][CH:7]([CH:10]2[CH2:15][CH2:14][CH:13]([C:16]3[CH:21]=[CH:20][C:19](/[CH:22]=[CH:23]/[C:24]([OH:26])=[O:25])=[CH:18][CH:17]=3)[CH2:12][CH2:11]2)[CH2:6][CH2:5]1)[CH2:2][CH3:3].Cl.CN(C)CCCN=C=NCC.C(Cl)Cl.[CH:42]12[CH2:48][CH:45]([CH:46]=[CH:47]1)[CH2:44][CH:43]2[CH2:49]O. The catalyst is O. The product is [CH2:1]([CH:4]1[CH2:5][CH2:6][CH:7]([CH:10]2[CH2:15][CH2:14][CH:13]([C:16]3[CH:17]=[CH:18][C:19](/[CH:22]=[CH:23]/[C:24]([O:26][CH2:49][CH:43]4[CH2:44][CH:45]5[CH2:48][CH:42]4[CH:47]=[CH:46]5)=[O:25])=[CH:20][CH:21]=3)[CH2:12][CH2:11]2)[CH2:8][CH2:9]1)[CH2:2][CH3:3]. The yield is 0.560.